Dataset: Acute oral toxicity (LD50) regression data from Zhu et al.. Task: Regression/Classification. Given a drug SMILES string, predict its toxicity properties. Task type varies by dataset: regression for continuous values (e.g., LD50, hERG inhibition percentage) or binary classification for toxic/non-toxic outcomes (e.g., AMES mutagenicity, cardiotoxicity, hepatotoxicity). Dataset: ld50_zhu. (1) The molecule is CCCCOCCCOC(=O)COc1ccc(Cl)cc1Cl. The rat oral LD50 is 2.83, given as -log10 of the dose in mol/kg body weight (higher means more acutely toxic). (2) The molecule is CCCOC(C)=O. The rat oral LD50 is 1.04, given as -log10 of the dose in mol/kg body weight (higher means more acutely toxic).